Predict the reactants needed to synthesize the given product. From a dataset of Full USPTO retrosynthesis dataset with 1.9M reactions from patents (1976-2016). (1) Given the product [C:17]([C:13]1[CH:12]=[C:11]2[C:16](=[CH:15][CH:14]=1)[N:8]([C:1]([O:3][C:4]([CH3:7])([CH3:6])[CH3:5])=[O:2])[C:9]([C:23]1[CH:28]=[CH:27][CH:26]=[CH:25][CH:24]=1)=[CH:10]2)#[N:18], predict the reactants needed to synthesize it. The reactants are: [C:1]([N:8]1[C:16]2[C:11](=[CH:12][C:13]([C:17]#[N:18])=[CH:14][CH:15]=2)[CH:10]=[C:9]1B(O)O)([O:3][C:4]([CH3:7])([CH3:6])[CH3:5])=[O:2].I[C:23]1[CH:28]=[CH:27][CH:26]=[CH:25][CH:24]=1. (2) Given the product [F:12][C:11]([F:14])([F:13])[C:8]1[N:6]2[N:7]=[C:2]([N:16]3[CH2:19][CH:18]([OH:20])[CH2:17]3)[CH:3]=[CH:4][C:5]2=[N:10][N:9]=1, predict the reactants needed to synthesize it. The reactants are: Cl[C:2]1[CH:3]=[CH:4][C:5]2[N:6]([C:8]([C:11]([F:14])([F:13])[F:12])=[N:9][N:10]=2)[N:7]=1.Cl.[NH:16]1[CH2:19][CH:18]([OH:20])[CH2:17]1.CCN(C(C)C)C(C)C. (3) Given the product [N:1]1([C:7]2[CH:12]=[CH:11][CH:10]=[CH:9][N:8]=2)[CH:5]=[CH:4][N:3]=[N:2]1, predict the reactants needed to synthesize it. The reactants are: [NH:1]1[CH:5]=[CH:4][N:3]=[N:2]1.Br[C:7]1[CH:12]=[CH:11][CH:10]=[CH:9][N:8]=1.P([O-])([O-])([O-])=O.[K+].[K+].[K+]. (4) Given the product [F:12][C:13]1[CH:14]=[C:15]2[C:19](=[C:20]([C:22]#[N:23])[CH:21]=1)[NH:18][CH:17]=[C:3]2[CH:1]=[O:2], predict the reactants needed to synthesize it. The reactants are: [C:1](Cl)([C:3](Cl)=O)=[O:2].CN(C=O)C.[F:12][C:13]1[CH:14]=[C:15]2[C:19](=[C:20]([C:22]#[N:23])[CH:21]=1)[NH:18][CH:17]=C2.CCOC(C)=O.